This data is from hERG potassium channel inhibition data for cardiac toxicity prediction from Karim et al.. The task is: Regression/Classification. Given a drug SMILES string, predict its toxicity properties. Task type varies by dataset: regression for continuous values (e.g., LD50, hERG inhibition percentage) or binary classification for toxic/non-toxic outcomes (e.g., AMES mutagenicity, cardiotoxicity, hepatotoxicity). Dataset: herg_karim. (1) The molecule is N#Cc1ccnc(C2=NC(c3ccc(F)cc3)(c3ccc(F)cc3)CN2)c1. The result is 1 (blocker). (2) The compound is CC1CN(C(=O)C2CN(C(C)(C)C)CC2c2ccc(F)cc2F)CC(C)C1(O)c1ccc(Cl)cc1. The result is 0 (non-blocker). (3) The compound is N#Cc1ccc2c(c1)CC(C(=O)NC1CCN(Cc3ccc4c(c3)OCO4)CC1)=CC2=O. The result is 1 (blocker). (4) The molecule is Cn1nc(N2CCC3(CCN(C[C@H](O)c4ccc(-n5cnnn5)nn4)CC3)C2=O)ccc1=O. The result is 1 (blocker). (5) The molecule is O=S(=O)(c1ccc(F)cc1)c1ccc(C=Cc2ccc(F)cc2)cn1. The result is 1 (blocker). (6) The compound is Cc1nnc(C(C)C)n1C1CC2CCC(C1)N2CCC(CNC(=O)C1CC(F)(F)C1)c1ccccc1. The result is 0 (non-blocker).